Predict the reaction yield, written as a fraction of the theoretical maximum amount of product (1.0 means a 100% yield; for example, 0.34 means a 34% yield). From a dataset of Reaction yield outcomes from USPTO patents with 853,638 reactions. (1) The reactants are [Si:1]([O:8][CH2:9][CH2:10][CH2:11][N:12]1C(=O)C2C(=CC=CC=2)C1=O)([C:4]([CH3:7])([CH3:6])[CH3:5])([CH3:3])[CH3:2].CNN. The catalyst is C(O)C. The product is [Si:1]([O:8][CH2:9][CH2:10][CH2:11][NH2:12])([C:4]([CH3:6])([CH3:7])[CH3:5])([CH3:3])[CH3:2]. The yield is 0.610. (2) The product is [CH3:14][C:15]1[CH:20]=[CH:19][CH:18]=[C:17]([CH3:21])[C:16]=1[O:22][C:4]1[CH:5]=[C:6]([C:12]#[N:13])[C:7](=[CH:10][CH:11]=1)[C:8]#[N:9]. The catalyst is O. The yield is 0.870. The reactants are [N+]([C:4]1[CH:5]=[C:6]([C:12]#[N:13])[C:7](=[CH:10][CH:11]=1)[C:8]#[N:9])([O-])=O.[CH3:14][C:15]1[CH:20]=[CH:19][CH:18]=[C:17]([CH3:21])[C:16]=1[OH:22].C([O-])([O-])=O.[K+].[K+].CN(C=O)C. (3) The reactants are [F:1][C:2]1[CH:3]=[CH:4][C:5]2[N:9]=[N:8][NH:7][C:6]=2[CH:10]=1.[Cl:11][CH2:12][CH2:13][CH2:14][CH2:15]Br. The catalyst is [OH-].[Na+].[Br-].C([N+](CCCC)(CCCC)CCCC)CCC. The product is [Cl:11][CH2:12][CH2:13][CH2:14][CH2:15][N:7]1[C:6]2[CH:10]=[C:2]([F:1])[CH:3]=[CH:4][C:5]=2[N:9]=[N:8]1. The yield is 0.390. (4) The reactants are [O:1]=[C:2]1[CH:6]=[C:5]([C@H:7]2[CH2:12][CH2:11][N:10](C(OC)=O)[C@@H:9]([C:17]3[CH:22]=[CH:21][CH:20]=[C:19]([C:23]([F:26])([F:25])[F:24])[CH:18]=3)[CH2:8]2)[O:4][NH:3]1.Br. No catalyst specified. The product is [F:25][C:23]([F:24])([F:26])[C:19]1[CH:18]=[C:17]([C@H:9]2[CH2:8][C@@H:7]([C:5]3[O:4][NH:3][C:2](=[O:1])[CH:6]=3)[CH2:12][CH2:11][NH:10]2)[CH:22]=[CH:21][CH:20]=1. The yield is 0.330.